Dataset: Catalyst prediction with 721,799 reactions and 888 catalyst types from USPTO. Task: Predict which catalyst facilitates the given reaction. Reactant: [CH:1]1[C:10]2[C:5](=[CH:6][CH:7]=[CH:8][CH:9]=2)[CH:4]=[CH:3][C:2]=1[CH2:11][C:12]1[O:13][C:14]([CH3:34])=[C:15]([CH3:33])[C:16]=1[C:17]([C:19]1[CH:24]=[C:23]([CH:25]([CH3:27])[CH3:26])[C:22]([O:28]C)=[C:21]([CH:30]([CH3:32])[CH3:31])[CH:20]=1)=[O:18].B(Br)(Br)Br.C(Cl)Cl. Product: [CH:1]1[C:10]2[C:5](=[CH:6][CH:7]=[CH:8][CH:9]=2)[CH:4]=[CH:3][C:2]=1[CH2:11][C:12]1[O:13][C:14]([CH3:34])=[C:15]([CH3:33])[C:16]=1[C:17]([C:19]1[CH:20]=[C:21]([CH:30]([CH3:31])[CH3:32])[C:22]([OH:28])=[C:23]([CH:25]([CH3:27])[CH3:26])[CH:24]=1)=[O:18]. The catalyst class is: 2.